Task: Regression/Classification. Given a drug SMILES string, predict its absorption, distribution, metabolism, or excretion properties. Task type varies by dataset: regression for continuous measurements (e.g., permeability, clearance, half-life) or binary classification for categorical outcomes (e.g., BBB penetration, CYP inhibition). Dataset: cyp1a2_veith.. Dataset: CYP1A2 inhibition data for predicting drug metabolism from PubChem BioAssay (1) The molecule is O=C1C2Sc3[nH]c(=O)sc3C(c3ccccc3)C2C(=O)N1c1ccccc1. The result is 0 (non-inhibitor). (2) The drug is c1ccc(CCCCN2CCC(c3ccccc3)CC2)cc1. The result is 1 (inhibitor). (3) The compound is O=C(N/N=C/c1cccc(OCc2ccccc2)c1)c1cccs1. The result is 1 (inhibitor). (4) The molecule is CC(=O)N1CCC2(CC1)CN(C(c1ccccc1)c1ccccc1)C2. The result is 0 (non-inhibitor).